Dataset: Reaction yield outcomes from USPTO patents with 853,638 reactions. Task: Predict the reaction yield, written as a fraction of the theoretical maximum amount of product (1.0 means a 100% yield; for example, 0.34 means a 34% yield). (1) The reactants are [CH2:1]([O:8][C:9]1[CH:14]=[C:13]([O:15][CH2:16][C:17]2[CH:22]=[CH:21][CH:20]=[CH:19][CH:18]=2)[C:12]([CH:23]([CH3:25])[CH3:24])=[CH:11][C:10]=1[C:26]1[NH:30][N:29]=[C:28]([C:31]([NH:33][CH2:34][CH3:35])=[O:32])[C:27]=1I)[C:2]1[CH:7]=[CH:6][CH:5]=[CH:4][CH:3]=1.C([Sn](CCCC)(CCCC)[C:42]1[O:46][N:45]=[C:44]([C:47]([O:49][CH2:50][CH3:51])=[O:48])[CH:43]=1)CCC. No catalyst specified. The product is [CH2:1]([O:8][C:9]1[CH:14]=[C:13]([O:15][CH2:16][C:17]2[CH:22]=[CH:21][CH:20]=[CH:19][CH:18]=2)[C:12]([CH:23]([CH3:25])[CH3:24])=[CH:11][C:10]=1[C:26]1[NH:30][N:29]=[C:28]([C:31](=[O:32])[NH:33][CH2:34][CH3:35])[C:27]=1[C:42]1[O:46][N:45]=[C:44]([C:47]([O:49][CH2:50][CH3:51])=[O:48])[CH:43]=1)[C:2]1[CH:7]=[CH:6][CH:5]=[CH:4][CH:3]=1. The yield is 0.590. (2) The reactants are [CH3:1][C:2]1([CH3:28])[CH2:27][N:6]2[C:7]3[CH:8]=[CH:9][C:10]([S:19]([N:22]4[CH2:26][CH2:25][CH2:24][CH2:23]4)(=[O:21])=[O:20])=[CH:11][C:12]=3[C:13]3(OCCC[O:14]3)[C:5]2=[N:4][CH2:3]1.CS(O)(=O)=O.[NH4+].[OH-]. No catalyst specified. The product is [CH3:1][C:2]1([CH3:28])[CH2:27][N:6]2[C:7]3[CH:8]=[CH:9][C:10]([S:19]([N:22]4[CH2:26][CH2:25][CH2:24][CH2:23]4)(=[O:20])=[O:21])=[CH:11][C:12]=3[C:13](=[O:14])[C:5]2=[N:4][CH2:3]1. The yield is 0.780. (3) The reactants are [C:1]([C:5]1[C:10]([N+:11]([O-:13])=[O:12])=[CH:9][C:8]([NH:14][C:15]#[C:16][Si](C)(C)C)=[CH:7][CH:6]=1)([CH3:4])([CH3:3])[CH3:2]. The catalyst is CN(C=O)C.[Cu]I. The product is [C:1]([C:5]1[CH:6]=[C:7]2[C:8](=[CH:9][C:10]=1[N+:11]([O-:13])=[O:12])[NH:14][CH:15]=[CH:16]2)([CH3:4])([CH3:3])[CH3:2]. The yield is 0.690. (4) The reactants are CS(O[CH2:6][CH2:7][CH2:8][O:9][C:10]1[CH:15]=[CH:14][C:13]([CH:16]2[CH2:21][CH2:20][N:19]([C:22]3[CH:23]=[CH:24][C:25]4[N:26]([C:28]([C:31]([F:34])([F:33])[F:32])=[N:29][N:30]=4)[N:27]=3)[CH2:18][CH2:17]2)=[CH:12][CH:11]=1)(=O)=O.[CH2:35]([N:37]1[CH2:42][CH2:41][NH:40][CH2:39][C:38]1=[O:43])[CH3:36].C(OCC)C. The catalyst is CN(C=O)C.C(Cl)Cl. The product is [CH2:35]([N:37]1[CH2:42][CH2:41][N:40]([CH2:6][CH2:7][CH2:8][O:9][C:10]2[CH:11]=[CH:12][C:13]([CH:16]3[CH2:21][CH2:20][N:19]([C:22]4[CH:23]=[CH:24][C:25]5[N:26]([C:28]([C:31]([F:33])([F:32])[F:34])=[N:29][N:30]=5)[N:27]=4)[CH2:18][CH2:17]3)=[CH:14][CH:15]=2)[CH2:39][C:38]1=[O:43])[CH3:36]. The yield is 0.480. (5) The reactants are Cl.[C:2](=[NH:6])([NH2:5])[CH2:3][CH3:4].C[O-].[Na+].[C:10]([C:12]1[CH:17]=[CH:16][CH:15]=[CH:14][C:13]=1[C:18]1[CH:23]=[CH:22][C:21]([CH2:24][CH:25]([C:30](=O)[CH2:31][CH2:32][CH2:33][CH3:34])[C:26](OC)=[O:27])=[CH:20][CH:19]=1)#[N:11]. The catalyst is CO. The product is [CH2:31]([C:30]1[N:6]=[C:2]([CH2:3][CH3:4])[NH:5][C:26](=[O:27])[C:25]=1[CH2:24][C:21]1[CH:20]=[CH:19][C:18]([C:13]2[C:12]([C:10]#[N:11])=[CH:17][CH:16]=[CH:15][CH:14]=2)=[CH:23][CH:22]=1)[CH2:32][CH2:33][CH3:34]. The yield is 0.830.